This data is from Tyrosyl-DNA phosphodiesterase HTS with 341,365 compounds. The task is: Binary Classification. Given a drug SMILES string, predict its activity (active/inactive) in a high-throughput screening assay against a specified biological target. The molecule is Fc1c(CN2CC(CCC2=O)C(=O)N2CCN(CC2)CCOC)cccc1. The result is 0 (inactive).